The task is: Predict the reaction yield, written as a fraction of the theoretical maximum amount of product (1.0 means a 100% yield; for example, 0.34 means a 34% yield).. This data is from Reaction yield outcomes from USPTO patents with 853,638 reactions. (1) The reactants are [F:1][C:2]([F:7])([F:6])[C:3]([OH:5])=[O:4].[CH3:8][O:9][C:10]1[CH:11]=[C:12]2[C:16](=[CH:17][CH:18]=1)[NH:15][C:14](=[O:19])[C@:13]12[CH2:21][C@H:20]1[C:22]1[CH:30]=[C:29]2[C:25]([C:26]([C:31]3[CH:36]=[CH:35][C:34]([N:37]4[CH2:42][CH2:41][NH:40][CH2:39][CH2:38]4)=[CH:33][CH:32]=3)=[N:27][NH:28]2)=[CH:24][CH:23]=1.[CH:43](=O)[CH3:44]. No catalyst specified. The product is [F:1][C:2]([F:7])([F:6])[C:3]([OH:5])=[O:4].[CH2:43]([N:40]1[CH2:41][CH2:42][N:37]([C:34]2[CH:33]=[CH:32][C:31]([C:26]3[C:25]4[C:29](=[CH:30][C:22]([C@H:20]5[C@@:13]6([C:12]7[C:16](=[CH:17][CH:18]=[C:10]([O:9][CH3:8])[CH:11]=7)[NH:15][C:14]6=[O:19])[CH2:21]5)=[CH:23][CH:24]=4)[NH:28][N:27]=3)=[CH:36][CH:35]=2)[CH2:38][CH2:39]1)[CH3:44]. The yield is 0.0700. (2) The reactants are C([O:8][C:9]1[CH:24]=[CH:23][C:22]([C:25]2[O:26][C:27]3[C:32]([C:33](=[O:43])[C:34]=2[O:35]CC2C=CC=CC=2)=[CH:31][CH:30]=[C:29]([O:44]CC2C=CC=CC=2)[CH:28]=3)=[CH:21][C:10]=1[O:11][CH2:12][P:13](=[O:20])([O:17][CH2:18][CH3:19])[O:14][CH2:15][CH3:16])C1C=CC=CC=1. The catalyst is C(O)C.[OH-].[Pd+2].[OH-]. The product is [OH:35][C:34]1[C:33](=[O:43])[C:32]2[C:27](=[CH:28][C:29]([OH:44])=[CH:30][CH:31]=2)[O:26][C:25]=1[C:22]1[CH:23]=[CH:24][C:9]([OH:8])=[C:10]([CH:21]=1)[O:11][CH2:12][P:13](=[O:20])([O:14][CH2:15][CH3:16])[O:17][CH2:18][CH3:19]. The yield is 0.980. (3) The reactants are Br[C:2]1[CH:8]=[CH:7][C:6]([N+:9]([O-:11])=[O:10])=[CH:5][C:3]=1[NH2:4].[N:12]1C=CC=C[CH:13]=1.[Cu]C#N. The catalyst is CN(C=O)C. The product is [NH2:4][C:3]1[CH:5]=[C:6]([N+:9]([O-:11])=[O:10])[CH:7]=[CH:8][C:2]=1[C:13]#[N:12]. The yield is 0.740. (4) The reactants are [CH2:1]([O:8][CH2:9][C:10]1([CH2:14][C:15](=[S:17])[NH2:16])[CH2:13][CH2:12][CH2:11]1)[C:2]1[CH:7]=[CH:6][CH:5]=[CH:4][CH:3]=1.[CH2:18](Br)[C:19]([C:21]1[CH:26]=[CH:25][CH:24]=[CH:23][CH:22]=1)=O. The catalyst is C(#N)C. The product is [CH2:1]([O:8][CH2:9][C:10]1([CH2:14][C:15]2[S:17][CH:18]=[C:19]([C:21]3[CH:26]=[CH:25][CH:24]=[CH:23][CH:22]=3)[N:16]=2)[CH2:13][CH2:12][CH2:11]1)[C:2]1[CH:7]=[CH:6][CH:5]=[CH:4][CH:3]=1. The yield is 0.970.